Dataset: Catalyst prediction with 721,799 reactions and 888 catalyst types from USPTO. Task: Predict which catalyst facilitates the given reaction. Reactant: CN(C(ON1N=NC2C=CC=NC1=2)=[N+](C)C)C.F[P-](F)(F)(F)(F)F.[NH2:25][C:26]1[N:30]([C:31]2[CH:36]=[CH:35][C:34]([F:37])=[CH:33][CH:32]=2)[N:29]=[CH:28][C:27]=1[C:38]([OH:40])=O.CCN(C(C)C)C(C)C.[NH2:50][CH2:51][C:52]([OH:70])([CH2:57][C:58]([C:61]1[CH:66]=[C:65]([F:67])[CH:64]=[CH:63][C:62]=1[O:68][CH3:69])([CH3:60])[CH3:59])[C:53]([F:56])([F:55])[F:54]. Product: [NH2:25][C:26]1[N:30]([C:31]2[CH:32]=[CH:33][C:34]([F:37])=[CH:35][CH:36]=2)[N:29]=[CH:28][C:27]=1[C:38]([NH:50][CH2:51][C:52]([OH:70])([C:53]([F:54])([F:55])[F:56])[CH2:57][C:58]([C:61]1[CH:66]=[C:65]([F:67])[CH:64]=[CH:63][C:62]=1[O:68][CH3:69])([CH3:60])[CH3:59])=[O:40]. The catalyst class is: 18.